From a dataset of Full USPTO retrosynthesis dataset with 1.9M reactions from patents (1976-2016). Predict the reactants needed to synthesize the given product. (1) Given the product [CH3:24][O:23][C:20]1[CH:19]=[CH:18][C:17]([O:16][C:15]([F:25])([F:26])[F:14])=[CH:22][C:21]=1[C:30]([C:31]1[CH:36]=[CH:35][CH:34]=[CH:33][CH:32]=1)=[O:37], predict the reactants needed to synthesize it. The reactants are: C([Li])CCC.CN(CCN(C)C)C.[F:14][C:15]([F:26])([F:25])[O:16][C:17]1[CH:22]=[CH:21][C:20]([O:23][CH3:24])=[CH:19][CH:18]=1.CON(C)[C:30](=[O:37])[C:31]1[CH:36]=[CH:35][CH:34]=[CH:33][CH:32]=1. (2) Given the product [C:16](=[O:17])([O:12][C:1]1[C:10]2[C:5](=[CH:6][CH:7]=[CH:8][C:9]=2[O:11][C:16](=[O:17])[O:18][CH2:19][CH:20]([CH3:22])[CH3:21])[CH:4]=[CH:3][CH:2]=1)[O:18][CH2:19][CH:20]([CH3:22])[CH3:21], predict the reactants needed to synthesize it. The reactants are: [C:1]1([OH:12])[C:10]2[C:5](=[CH:6][CH:7]=[CH:8][C:9]=2[OH:11])[CH:4]=[CH:3][CH:2]=1.[H-].[Na+].Cl[C:16]([O:18][CH2:19][CH:20]([CH3:22])[CH3:21])=[O:17].